This data is from Forward reaction prediction with 1.9M reactions from USPTO patents (1976-2016). The task is: Predict the product of the given reaction. (1) Given the reactants [CH3:1][O:2][C:3](=[O:23])[CH:4]([C@@H:6]1[C:14]2[C:9](=[CH:10][CH:11]=[CH:12][CH:13]=2)[CH2:8][C@H:7]1[NH:15]C(OC(C)(C)C)=O)[CH3:5].[ClH:24], predict the reaction product. The product is: [ClH:24].[CH3:1][O:2][C:3](=[O:23])[CH:4]([C@@H:6]1[C:14]2[C:9](=[CH:10][CH:11]=[CH:12][CH:13]=2)[CH2:8][C@H:7]1[NH2:15])[CH3:5]. (2) Given the reactants Cl[C:2]1[C:11]2[C:6](=[CH:7][C:8]([O:14][CH3:15])=[C:9]([O:12][CH3:13])[CH:10]=2)[N:5]=[CH:4][N:3]=1.[C:16]([O:20][C:21]([NH:23][CH:24]1[CH2:28][CH2:27][NH:26][CH2:25]1)=[O:22])([CH3:19])([CH3:18])[CH3:17].CCN(C(C)C)C(C)C, predict the reaction product. The product is: [C:16]([O:20][C:21](=[O:22])[NH:23][CH:24]1[CH2:28][CH2:27][N:26]([C:2]2[C:11]3[C:6](=[CH:7][C:8]([O:14][CH3:15])=[C:9]([O:12][CH3:13])[CH:10]=3)[N:5]=[CH:4][N:3]=2)[CH2:25]1)([CH3:19])([CH3:17])[CH3:18]. (3) Given the reactants [Cl:1]C1C=C(C=C(Cl)C=1)CN1CCN(C(OC(C)(C)C)=O)CC1.[CH:23]1([C:26]2[C:27]([CH2:40][N:41]3[CH2:46][CH2:45][CH:44]([S:47][C:48]4[CH:53]=[C:52]([Cl:54])[CH:51]=[C:50]([Cl:55])[CH:49]=4)[CH2:43][CH2:42]3)=[CH:28][C:29]([F:39])=[C:30]([CH:38]=2)[C:31]([O:33]C(C)(C)C)=[O:32])[CH2:25][CH2:24]1, predict the reaction product. The product is: [ClH:1].[CH:23]1([C:26]2[C:27]([CH2:40][N:41]3[CH2:42][CH2:43][CH:44]([S:47][C:48]4[CH:53]=[C:52]([Cl:54])[CH:51]=[C:50]([Cl:55])[CH:49]=4)[CH2:45][CH2:46]3)=[CH:28][C:29]([F:39])=[C:30]([CH:38]=2)[C:31]([OH:33])=[O:32])[CH2:25][CH2:24]1. (4) Given the reactants [CH3:1][N:2]([CH3:26])[C:3]1[CH:8]=[C:7]([CH2:9][N:10]([CH3:22])[CH2:11][CH2:12][C:13]2[CH:18]=[CH:17][C:16]([N+:19]([O-:21])=[O:20])=[CH:15][CH:14]=2)[C:6]([OH:23])=[C:5]([O:24][CH3:25])[CH:4]=1.C(N(C(C)C)CC)(C)C.[C:36](Cl)(=[O:38])[CH3:37], predict the reaction product. The product is: [C:36]([O:23][C:6]1[C:7]([CH2:9][N:10]([CH3:22])[CH2:11][CH2:12][C:13]2[CH:18]=[CH:17][C:16]([N+:19]([O-:21])=[O:20])=[CH:15][CH:14]=2)=[CH:8][C:3]([N:2]([CH3:1])[CH3:26])=[CH:4][C:5]=1[O:24][CH3:25])(=[O:38])[CH3:37]. (5) Given the reactants Br[C:2]1[CH:3]=[CH:4][C:5]([C:9]([O:11][CH3:12])=[O:10])=[N:6][C:7]=1[Cl:8].C(N(CC)CC)C.[CH3:20][Si:21]([C:24]#[CH:25])([CH3:23])[CH3:22], predict the reaction product. The product is: [Cl:8][C:7]1[N:6]=[C:5]([C:9]([O:11][CH3:12])=[O:10])[CH:4]=[CH:3][C:2]=1[C:25]#[C:24][Si:21]([CH3:23])([CH3:22])[CH3:20]. (6) The product is: [CH3:8][N:7]1[C:3]([CH2:2][C:30]#[N:32])=[CH:4][C:5]([C:9]2[CH:14]=[CH:13][C:12]([C:15]([F:18])([F:17])[F:16])=[CH:11][CH:10]=2)=[N:6]1. Given the reactants Cl[CH2:2][C:3]1[N:7]([CH3:8])[N:6]=[C:5]([C:9]2[CH:14]=[CH:13][C:12]([C:15]([F:18])([F:17])[F:16])=[CH:11][CH:10]=2)[CH:4]=1.C(=O)(O)[O-].[Na+].C(OCC)(=O)C.[C:30](#[N:32])C, predict the reaction product. (7) Given the reactants Br[C:2]1[C:3]([CH3:18])=[C:4]([C:9]([O:16]C)=[C:10]([C:12]([CH3:15])([CH3:14])[CH3:13])[CH:11]=1)[C:5]([O:7]C)=[O:6].[C:19]1(B(O)O)[CH:24]=[CH:23][CH:22]=[CH:21][CH:20]=1, predict the reaction product. The product is: [C:12]([C:10]1[C:9]([OH:16])=[C:4]([C:5]([OH:7])=[O:6])[C:3]([CH3:18])=[C:2]([C:19]2[CH:24]=[CH:23][CH:22]=[CH:21][CH:20]=2)[CH:11]=1)([CH3:15])([CH3:14])[CH3:13]. (8) The product is: [CH:12]1([CH2:11][NH:10][C:2]2[C:7]([O:8][CH3:9])=[CH:6][CH:5]=[CH:4][N:3]=2)[CH2:14][CH2:13]1. Given the reactants Cl[C:2]1[C:7]([O:8][CH3:9])=[CH:6][CH:5]=[CH:4][N:3]=1.[NH2:10][CH2:11][CH:12]1[CH2:14][CH2:13]1, predict the reaction product.